The task is: Regression. Given two drug SMILES strings and cell line genomic features, predict the synergy score measuring deviation from expected non-interaction effect.. This data is from NCI-60 drug combinations with 297,098 pairs across 59 cell lines. (1) Drug 1: C1=C(C(=O)NC(=O)N1)N(CCCl)CCCl. Drug 2: C1C(C(OC1N2C=NC(=NC2=O)N)CO)O. Cell line: UO-31. Synergy scores: CSS=18.3, Synergy_ZIP=-7.66, Synergy_Bliss=-3.02, Synergy_Loewe=-0.540, Synergy_HSA=-0.0305. (2) Drug 1: C1=CC(=CC=C1CCCC(=O)O)N(CCCl)CCCl. Drug 2: C#CCC(CC1=CN=C2C(=N1)C(=NC(=N2)N)N)C3=CC=C(C=C3)C(=O)NC(CCC(=O)O)C(=O)O. Cell line: A549. Synergy scores: CSS=22.6, Synergy_ZIP=-0.560, Synergy_Bliss=-1.86, Synergy_Loewe=-1.68, Synergy_HSA=-1.90.